Dataset: Catalyst prediction with 721,799 reactions and 888 catalyst types from USPTO. Task: Predict which catalyst facilitates the given reaction. (1) Reactant: [NH2:1][C:2]1[N:7]=[CH:6][C:5](/[CH:8]=[CH:9]/[C:10]([N:12]([CH3:24])[CH2:13][C:14]2[CH2:15][C:16]3[C:21]([C:22]=2[CH3:23])=[CH:20][CH:19]=[CH:18][CH:17]=3)=[O:11])=[CH:4][CH:3]=1.C([O-])(O)=O.[Na+].[C:30](OC(=O)C)(=[O:32])[CH3:31]. Product: [C:30]([NH:1][C:2]1[N:7]=[CH:6][C:5](/[CH:8]=[CH:9]/[C:10]([N:12]([CH3:24])[CH2:13][C:14]2[CH2:15][C:16]3[C:21]([C:22]=2[CH3:23])=[CH:20][CH:19]=[CH:18][CH:17]=3)=[O:11])=[CH:4][CH:3]=1)(=[O:32])[CH3:31]. The catalyst class is: 1. (2) Reactant: Cl[C:2]1[N:10]=[CH:9][N:8]=[C:7]2[C:3]=1[N:4]=[C:5]([C:18]1[CH:23]=[CH:22][CH:21]=[CH:20][C:19]=1[Cl:24])[N:6]2[C:11]1[CH:16]=[CH:15][C:14]([Cl:17])=[CH:13][CH:12]=1.[NH2:25][CH:26]1[CH2:31][CH2:30][N:29]([C:32]([O:34][C:35]([CH3:38])([CH3:37])[CH3:36])=[O:33])[CH2:28][CH2:27]1.C(N(CC)CC)C. Product: [Cl:24][C:19]1[CH:20]=[CH:21][CH:22]=[CH:23][C:18]=1[C:5]1[N:6]([C:11]2[CH:12]=[CH:13][C:14]([Cl:17])=[CH:15][CH:16]=2)[C:7]2[C:3]([N:4]=1)=[C:2]([NH:25][CH:26]1[CH2:27][CH2:28][N:29]([C:32]([O:34][C:35]([CH3:38])([CH3:37])[CH3:36])=[O:33])[CH2:30][CH2:31]1)[N:10]=[CH:9][N:8]=2. The catalyst class is: 8. (3) Reactant: [NH2:1][C:2]1[N:10]=[CH:9][CH:8]=[CH:7][C:3]=1[C:4]([OH:6])=O.ON1C2C=CC=CC=2N=N1.CCN=C=NCCCN(C)C.[Cl:32][C:33]1[CH:47]=[CH:46][CH:45]=[CH:44][C:34]=1[O:35][C:36]1[CH:37]=[C:38]([CH:41]=[CH:42][CH:43]=1)[CH2:39][NH2:40].C(=O)(O)[O-].[Na+]. Product: [Cl:32][C:33]1[CH:47]=[CH:46][CH:45]=[CH:44][C:34]=1[O:35][C:36]1[CH:37]=[C:38]([CH2:39][NH:40][C:4](=[O:6])[C:3]2[CH:7]=[CH:8][CH:9]=[N:10][C:2]=2[NH2:1])[CH:41]=[CH:42][CH:43]=1. The catalyst class is: 3. (4) Reactant: [C:1]([O:5][C:6]([N:8]1[CH2:12][C@@H:11](O)[CH2:10][C@@H:9]1[CH2:14][C:15]#[CH:16])=[O:7])([CH3:4])([CH3:3])[CH3:2].[C:17]1(P(C2C=CC=CC=2)C2C=CC=CC=2)C=CC=CC=1.[N:36]([C:44]([O:46][CH:47]([CH3:49])[CH3:48])=[O:45])=[N:36][C:44]([O:46][CH:47]([CH3:49])[CH3:48])=[O:45].C1C=CC(OP(OC2C=CC=CC=2)(N=[N+]=[N-])=O)=CC=1.O.C(OC(OC(OC(C)(C)C)=O)=O)(C)(C)C. Product: [C:1]([O:5][C:6]([N:8]1[CH2:12][C@H:11]([NH:36][C:44]([O:46][C:47]([CH3:49])([CH3:17])[CH3:48])=[O:45])[CH2:10][C@@H:9]1[CH2:14][C:15]#[CH:16])=[O:7])([CH3:4])([CH3:3])[CH3:2]. The catalyst class is: 172. (5) Reactant: Cl[C:2]1[C:7]2=[C:8]([CH3:16])[C:9]([C:11]([O:13][CH2:14][CH3:15])=[O:12])=[CH:10][N:6]2[N:5]=[CH:4][N:3]=1.[F:17][C:18]1[CH:23]=[C:22]([N+:24]([O-:26])=[O:25])[CH:21]=[CH:20][C:19]=1[OH:27].C([O-])([O-])=O.[K+].[K+].CN(C=O)C. Product: [F:17][C:18]1[CH:23]=[C:22]([N+:24]([O-:26])=[O:25])[CH:21]=[CH:20][C:19]=1[O:27][C:2]1[C:7]2=[C:8]([CH3:16])[C:9]([C:11]([O:13][CH2:14][CH3:15])=[O:12])=[CH:10][N:6]2[N:5]=[CH:4][N:3]=1. The catalyst class is: 6. (6) Reactant: [CH3:1][Si]([N-][Si](C)(C)C)(C)C.[Li+].[NH2:11][C:12]1[CH:13]=[C:14]2[C:18](=[C:19]([C:21](=O)[CH3:22])[CH:20]=1)[NH:17][CH:16]=[CH:15]2. Product: [C:21]([C:19]1[CH:20]=[C:12]([NH2:11])[CH:13]=[C:14]2[C:18]=1[NH:17][CH:16]=[CH:15]2)([CH3:22])=[CH2:1]. The catalyst class is: 307. (7) Reactant: [Al+3].[Cl-].[Cl-].[Cl-].[C:5](Cl)(=[O:10])/[C:6](=[CH:8]/[CH3:9])/[CH3:7].[CH3:12][C:13]1[CH:14]=[CH:15][C:16]([CH3:19])=[CH:17][CH:18]=1.Cl. Product: [CH3:7][CH:6]1[CH:8]([CH3:9])[C:15]2[C:14](=[C:13]([CH3:12])[CH:18]=[CH:17][C:16]=2[CH3:19])[C:5]1=[O:10]. The catalyst class is: 534.